Dataset: Catalyst prediction with 721,799 reactions and 888 catalyst types from USPTO. Task: Predict which catalyst facilitates the given reaction. (1) Reactant: [CH:1]#[C:2][CH2:3][OH:4].[H-].[Na+].Cl[C:8]1[N:9]=[C:10]2[CH:17]=[CH:16][N:15]=[C:14]([Cl:18])[C:11]2=[N:12][CH:13]=1. Product: [Cl:18][C:14]1[C:11]2=[N:12][CH:13]=[C:8]([O:4][CH2:3][C:2]#[CH:1])[N:9]=[C:10]2[CH:17]=[CH:16][N:15]=1. The catalyst class is: 1. (2) Product: [CH3:3][CH:2]([CH3:4])[C:1]([N:6]1[CH2:11][CH2:10][NH:9][CH2:8][CH2:7]1)=[O:5]. The catalyst class is: 5. Reactant: [C:1]([N:6]1[CH2:11][CH2:10][N:9](C(OC(C)(C)C)=O)[CH2:8][CH2:7]1)(=[O:5])[CH:2]([CH3:4])[CH3:3].Cl.CO. (3) Reactant: [CH2:1]([O:3][C:4](=[O:31])[CH:5]([NH:12][C:13](=[O:30])[CH:14]([NH:22]C(OC(C)(C)C)=O)[CH2:15][C:16]1[CH:21]=[CH:20][CH:19]=[CH:18][CH:17]=1)[CH2:6][S:7][C:8]([CH3:11])([CH3:10])[CH3:9])[CH3:2].C(O)(C(F)(F)F)=O. Product: [CH2:1]([O:3][C:4](=[O:31])[CH:5]([NH:12][C:13](=[O:30])[CH:14]([NH2:22])[CH2:15][C:16]1[CH:17]=[CH:18][CH:19]=[CH:20][CH:21]=1)[CH2:6][S:7][C:8]([CH3:11])([CH3:9])[CH3:10])[CH3:2]. The catalyst class is: 2. (4) Reactant: CN(C)[C:3](=[O:6])[CH:4]=[CH2:5].FC(F)(F)S(OS(C(F)(F)F)(=O)=O)(=O)=O.[S:23]1[CH:27]=[CH:26][CH:25]=[CH:24]1. Product: [S:23]1[CH:27]=[CH:26][C:25]2[C:3](=[O:6])[CH2:4][CH2:5][C:24]1=2. The catalyst class is: 68. (5) Reactant: [CH3:1][N:2]1C(=O)[O:5][N:4]=[C:3]1/[C:8](=[N:15]\[O:16][CH2:17][C:18]1[N:23]=[C:22]([NH:24][C:25](=[O:31])[O:26][C:27]([CH3:30])([CH3:29])[CH3:28])[CH:21]=[CH:20][CH:19]=1)/[C:9]1[CH:14]=[CH:13][CH:12]=[CH:11][CH:10]=1.[OH-].[Na+].Cl. Product: [OH:5]/[N:4]=[C:3](\[NH:2][CH3:1])/[C:8](=[N:15]\[O:16][CH2:17][C:18]1[N:23]=[C:22]([NH:24][C:25](=[O:31])[O:26][C:27]([CH3:29])([CH3:30])[CH3:28])[CH:21]=[CH:20][CH:19]=1)/[C:9]1[CH:14]=[CH:13][CH:12]=[CH:11][CH:10]=1. The catalyst class is: 1. (6) Reactant: [NH2:1][C:2]1[N:6]([C:7]2[C:12]([Cl:13])=[CH:11][C:10]([C:14]([F:17])([F:16])[F:15])=[CH:9][C:8]=2[Cl:18])[N:5]=[C:4]([C:19]#[N:20])[C:3]=1[NH:21][S:22]([CH3:25])(=[O:24])=[O:23].C(N(CC)CC)C.[F:43][C:42]([F:45])([F:44])[S:39](O[S:39]([C:42]([F:45])([F:44])[F:43])(=[O:41])=[O:40])(=[O:41])=[O:40].O. Product: [NH2:1][C:2]1[N:6]([C:7]2[C:12]([Cl:13])=[CH:11][C:10]([C:14]([F:17])([F:16])[F:15])=[CH:9][C:8]=2[Cl:18])[N:5]=[C:4]([C:19]#[N:20])[C:3]=1[N:21]([S:22]([CH3:25])(=[O:24])=[O:23])[S:39]([C:42]([F:43])([F:44])[F:45])(=[O:40])=[O:41]. The catalyst class is: 4. (7) Reactant: Cl[C:2]1[CH:7]=[CH:6][N:5]2[N:8]=[CH:9][C:10]([C:11]([O:13][CH2:14][CH3:15])=[O:12])=[C:4]2[N:3]=1.Cl.Cl.[F:18][C:19]1[CH:20]=[N:21][CH:22]=[C:23]([C@H:25]2[CH2:29][CH2:28][CH2:27][NH:26]2)[CH:24]=1.C(N(C(C)C)CC)(C)C. Product: [F:18][C:19]1[CH:24]=[C:23]([CH:25]2[CH2:29][CH2:28][CH2:27][N:26]2[C:2]2[CH:7]=[CH:6][N:5]3[N:8]=[CH:9][C:10]([C:11]([O:13][CH2:14][CH3:15])=[O:12])=[C:4]3[N:3]=2)[CH:22]=[N:21][CH:20]=1. The catalyst class is: 32. (8) Reactant: [F:1][C:2]1[CH:3]=[C:4](B(O)O)[CH:5]=[CH:6][C:7]=1[C:8]([O:10][CH3:11])=[O:9].N1C=CC=CC=1.[Cl:21][C:22]1[CH:27]=[C:26]([OH:28])[CH:25]=[CH:24][C:23]=1[CH:29]([CH3:48])[C:30]([C:36]1[CH:47]=[CH:46][C:39]2[N:40]([CH3:45])[C:41](=[O:44])[N:42]([CH3:43])[C:38]=2[CH:37]=1)([OH:35])[C:31]([F:34])([F:33])[F:32]. Product: [CH3:11][O:10][C:8](=[O:9])[C:7]1[CH:6]=[CH:5][C:4]([O:28][C:26]2[CH:25]=[CH:24][C:23]([CH:29]([CH3:48])[C:30]([C:36]3[CH:47]=[CH:46][C:39]4[N:40]([CH3:45])[C:41](=[O:44])[N:42]([CH3:43])[C:38]=4[CH:37]=3)([OH:35])[C:31]([F:32])([F:33])[F:34])=[C:22]([Cl:21])[CH:27]=2)=[CH:3][C:2]=1[F:1]. The catalyst class is: 302.